Dataset: Forward reaction prediction with 1.9M reactions from USPTO patents (1976-2016). Task: Predict the product of the given reaction. (1) Given the reactants [Cl:1][C:2]1[CH:7]=[CH:6][CH:5]=[C:4]([Cl:8])[C:3]=1[C:9]#[C:10][CH2:11][CH2:12][OH:13], predict the reaction product. The product is: [Cl:1][C:2]1[CH:7]=[CH:6][CH:5]=[C:4]([Cl:8])[C:3]=1[CH2:9][CH2:10][CH2:11][CH2:12][OH:13]. (2) The product is: [Si:25]([O:1][CH2:2][CH:3]1[N:8]([CH:9]2[CH2:12][O:11][CH2:10]2)[CH2:7][CH2:6][N:5]([C:13]([O:15][C:16]([CH3:19])([CH3:18])[CH3:17])=[O:14])[CH2:4]1)([C:28]([CH3:31])([CH3:30])[CH3:29])([CH3:27])[CH3:26]. Given the reactants [OH:1][CH2:2][CH:3]1[N:8]([CH:9]2[CH2:12][O:11][CH2:10]2)[CH2:7][CH2:6][N:5]([C:13]([O:15][C:16]([CH3:19])([CH3:18])[CH3:17])=[O:14])[CH2:4]1.N1C=CN=C1.[Si:25](Cl)([C:28]([CH3:31])([CH3:30])[CH3:29])([CH3:27])[CH3:26], predict the reaction product.